Dataset: Full USPTO retrosynthesis dataset with 1.9M reactions from patents (1976-2016). Task: Predict the reactants needed to synthesize the given product. Given the product [F:19][C:20]([F:29])([F:30])[C:21]1[CH:22]=[C:23]([CH:26]=[CH:27][CH:28]=1)[CH:24]=[N:10][NH:9][C:7](=[O:8])[C:6]1[CH:11]=[C:2]([NH2:1])[CH:3]=[CH:4][C:5]=1[O:12][C:13]1[CH:14]=[CH:15][CH:16]=[CH:17][CH:18]=1, predict the reactants needed to synthesize it. The reactants are: [NH2:1][C:2]1[CH:3]=[CH:4][C:5]([O:12][C:13]2[CH:18]=[CH:17][CH:16]=[CH:15][CH:14]=2)=[C:6]([CH:11]=1)[C:7]([NH:9][NH2:10])=[O:8].[F:19][C:20]([F:30])([F:29])[C:21]1[CH:22]=[C:23]([CH:26]=[CH:27][CH:28]=1)[CH:24]=O.